Dataset: HIV replication inhibition screening data with 41,000+ compounds from the AIDS Antiviral Screen. Task: Binary Classification. Given a drug SMILES string, predict its activity (active/inactive) in a high-throughput screening assay against a specified biological target. (1) The molecule is NC(=O)C(=CN1C(=O)C(=Cc2ccc([N+](=O)[O-])cc2)SC1=S)C(N)=O. The result is 0 (inactive). (2) The drug is O=C1C2ON=C(c3c(Cl)cccc3Cl)C2C(=O)N1c1ccc(Cc2ccc(N3C(=O)C4ON=C(c5c(Cl)cccc5Cl)C4C3=O)cc2)cc1. The result is 0 (inactive). (3) The molecule is COC(=O)CC(C(C(=O)OCc1ccccc1)C(C)O)N1C(=O)OCC1c1ccccc1. The result is 0 (inactive). (4) The drug is Cc1nn(C(=O)c2ccc(Cl)cc2)c2c1C(c1cccc([N+](=O)[O-])c1)SC(=N)N2. The result is 0 (inactive). (5) The compound is CCOP(=O)(OCC)C(=CN1C(=O)CC(=O)NC1=S)C(=O)OC. The result is 0 (inactive). (6) The result is 0 (inactive). The compound is C=C(CN)CO[Si](C)(C)C(C)(C)C. (7) The drug is O=C1CC(c2ccc(O)cc2)C2(O1)C(=O)OC1C(O)COC12O. The result is 0 (inactive). (8) The result is 0 (inactive). The drug is COc1cc(C=NNc2nnc3c4ccccc4c4ncccc4c3n2)cc(OC)c1OC.